Dataset: Forward reaction prediction with 1.9M reactions from USPTO patents (1976-2016). Task: Predict the product of the given reaction. Given the reactants [H-].[Na+].[Cl:3][C:4]1[CH:5]=[C:6](/[CH:11]=[CH:12]/[C:13]([N:15]2[CH2:20][CH2:19][NH:18][C:17](=[O:21])[CH:16]2[CH3:22])=[O:14])[CH:7]=[CH:8][C:9]=1[Cl:10].[Cl:23][CH2:24][CH2:25][CH2:26][N:27]1[CH2:32][CH2:31][CH2:30][CH2:29][CH2:28]1, predict the reaction product. The product is: [CH2:9]([Cl:10])[Cl:23].[CH3:13][OH:14].[NH4+:15].[OH-:14].[Cl:3][C:4]1[CH:5]=[C:6](/[CH:11]=[CH:12]/[C:13]([N:15]2[CH2:20][CH2:19][N:18]([CH2:24][CH2:25][CH2:26][N:27]3[CH2:32][CH2:31][CH2:30][CH2:29][CH2:28]3)[C:17](=[O:21])[CH:16]2[CH3:22])=[O:14])[CH:7]=[CH:8][C:9]=1[Cl:10].